From a dataset of NCI-60 drug combinations with 297,098 pairs across 59 cell lines. Regression. Given two drug SMILES strings and cell line genomic features, predict the synergy score measuring deviation from expected non-interaction effect. (1) Drug 1: CC1=CC2C(CCC3(C2CCC3(C(=O)C)OC(=O)C)C)C4(C1=CC(=O)CC4)C. Drug 2: B(C(CC(C)C)NC(=O)C(CC1=CC=CC=C1)NC(=O)C2=NC=CN=C2)(O)O. Cell line: SW-620. Synergy scores: CSS=15.4, Synergy_ZIP=1.47, Synergy_Bliss=11.0, Synergy_Loewe=-1.90, Synergy_HSA=8.47. (2) Drug 1: CC(C1=C(C=CC(=C1Cl)F)Cl)OC2=C(N=CC(=C2)C3=CN(N=C3)C4CCNCC4)N. Drug 2: CC12CCC3C(C1CCC2=O)CC(=C)C4=CC(=O)C=CC34C. Cell line: NCIH23. Synergy scores: CSS=24.3, Synergy_ZIP=-1.96, Synergy_Bliss=0.378, Synergy_Loewe=-7.13, Synergy_HSA=1.22. (3) Drug 2: CCC1(CC2CC(C3=C(CCN(C2)C1)C4=CC=CC=C4N3)(C5=C(C=C6C(=C5)C78CCN9C7C(C=CC9)(C(C(C8N6C)(C(=O)OC)O)OC(=O)C)CC)OC)C(=O)OC)O.OS(=O)(=O)O. Synergy scores: CSS=64.8, Synergy_ZIP=8.14, Synergy_Bliss=6.40, Synergy_Loewe=4.71, Synergy_HSA=7.35. Drug 1: CC1C(C(CC(O1)OC2CC(OC(C2O)C)OC3=CC4=CC5=C(C(=O)C(C(C5)C(C(=O)C(C(C)O)O)OC)OC6CC(C(C(O6)C)O)OC7CC(C(C(O7)C)O)OC8CC(C(C(O8)C)O)(C)O)C(=C4C(=C3C)O)O)O)O. Cell line: SN12C. (4) Drug 1: CCC1(CC2CC(C3=C(CCN(C2)C1)C4=CC=CC=C4N3)(C5=C(C=C6C(=C5)C78CCN9C7C(C=CC9)(C(C(C8N6C=O)(C(=O)OC)O)OC(=O)C)CC)OC)C(=O)OC)O.OS(=O)(=O)O. Drug 2: CCC(=C(C1=CC=CC=C1)C2=CC=C(C=C2)OCCN(C)C)C3=CC=CC=C3.C(C(=O)O)C(CC(=O)O)(C(=O)O)O. Cell line: KM12. Synergy scores: CSS=57.7, Synergy_ZIP=3.74, Synergy_Bliss=1.26, Synergy_Loewe=-27.8, Synergy_HSA=3.93. (5) Drug 1: CN(C)N=NC1=C(NC=N1)C(=O)N. Drug 2: B(C(CC(C)C)NC(=O)C(CC1=CC=CC=C1)NC(=O)C2=NC=CN=C2)(O)O. Cell line: NCI-H322M. Synergy scores: CSS=-1.72, Synergy_ZIP=2.23, Synergy_Bliss=2.78, Synergy_Loewe=-0.0486, Synergy_HSA=-1.52. (6) Drug 1: C1CCC(C(C1)N)N.C(=O)(C(=O)[O-])[O-].[Pt+4]. Drug 2: C(CN)CNCCSP(=O)(O)O. Cell line: NCIH23. Synergy scores: CSS=17.4, Synergy_ZIP=-3.09, Synergy_Bliss=0.811, Synergy_Loewe=-5.97, Synergy_HSA=3.73. (7) Drug 1: C1CCC(C1)C(CC#N)N2C=C(C=N2)C3=C4C=CNC4=NC=N3. Drug 2: CCC1=CC2CC(C3=C(CN(C2)C1)C4=CC=CC=C4N3)(C5=C(C=C6C(=C5)C78CCN9C7C(C=CC9)(C(C(C8N6C)(C(=O)OC)O)OC(=O)C)CC)OC)C(=O)OC.C(C(C(=O)O)O)(C(=O)O)O. Cell line: K-562. Synergy scores: CSS=78.7, Synergy_ZIP=8.77, Synergy_Bliss=8.57, Synergy_Loewe=-20.3, Synergy_HSA=8.91. (8) Drug 1: C1=NC2=C(N=C(N=C2N1C3C(C(C(O3)CO)O)O)F)N. Drug 2: CCC1(CC2CC(C3=C(CCN(C2)C1)C4=CC=CC=C4N3)(C5=C(C=C6C(=C5)C78CCN9C7C(C=CC9)(C(C(C8N6C)(C(=O)OC)O)OC(=O)C)CC)OC)C(=O)OC)O.OS(=O)(=O)O. Cell line: DU-145. Synergy scores: CSS=9.40, Synergy_ZIP=-0.806, Synergy_Bliss=1.52, Synergy_Loewe=-1.04, Synergy_HSA=-1.31.